From a dataset of Experimentally validated miRNA-target interactions with 360,000+ pairs, plus equal number of negative samples. Binary Classification. Given a miRNA mature sequence and a target amino acid sequence, predict their likelihood of interaction. (1) The miRNA is hsa-miR-6752-5p with sequence GGGGGGUGUGGAGCCAGGGGGC. The protein sequence of the target gene is MAAAAAELVIGWCIFGLLLLAILAFCWVYVRKYQSQRESEVVSTVTAIFSLAVALITSALLPVDIFLVSYMKNQNGTFKDWADANVTVQIENTVLYGYYTLYSVILFCVFFWIPFVYFYYEEKDEDDASKCTQIKTALKYTLGFVVICALLLLVGAFVPLHLPNNNNSTEWEKVKLLFEDLGTGQGLAALSFSISSLTLIGMLAAITYTAYGMSALPLNLIKGTRSTAYERLENTEDIEEVEQHIQTIRSKSKDGRPLPARDRRALKQCEERLRTLRKRERHLEFIENSWWTKFCGALRP.... Result: 0 (no interaction). (2) The miRNA is hsa-miR-98-5p with sequence UGAGGUAGUAAGUUGUAUUGUU. The protein sequence of the target gene is MQLRKMQTVKKEQASLDASSNVDKMMVLNSALTEVSEDSTTGEELLLSEGSVGKNKSSACRRKREFIPDEKKDAMYWEKRRKNNEAAKRSREKRRLNDLVLENKLIALGEENATLKAELLSLKLKFGLISSTAYAQEIQKLSNSTAVYFQDYQTSKSNVSSFVDEHEPSMVSSSCISVIKHSPQSSLSDVSEVSSVEHTQESSVQGSCRSPENKFQIIKQEPMELESYTREPRDDRGSYTASIYQNYMGNSFSGYSHSPPLLQVNRSSSNSPRTSETDDGVVGKSSDGEDEQQVPKGPIH.... Result: 1 (interaction). (3) The miRNA is hsa-miR-324-3p with sequence CCCACUGCCCCAGGUGCUGCUGG. The protein sequence of the target gene is MGISRDNWHKRRKTGGKRKPYHKKRKYELGRPAANTKIGPRRIHTVRVRGGNKKYRALRLDVGNFSWGSECCTRKTRIIDVVYNASNNELVRTKTLVKNCIVLIDSTPYRQWYESHYALPLGRKKGAKLTPEEEEILNKKRSKKIQKKYDERKKNAKISSLLEEQFQQGKLLACIASRPGQCGRADGYVLEGKELEFYLRKIKARKGK. Result: 1 (interaction). (4) The protein sequence of the target gene is MAGSPLLCGPRAGGVGILVLLLLGLLRLPPTLSARPVKEPRSLSAASAPLVETSTPLRLRRAVPRGEAAGAVQELARALAHLLEAERQERARAEAQEAEDQQARVLAQLLRAWGSPRASDPPLAPDDDPDAPAAQLARALLRARLDPAALAAQLVPAPAAAPRPRPPVYDDGPTGPDVEDAGDETPDVDPELLRYLLGRILTGSSEPEAAPAPRRLRRSVDQDLGPEVPPENVLGALLRVKRLENPSPQAPARRLLPP. The miRNA is hsa-miR-4668-5p with sequence AGGGAAAAAAAAAAGGAUUUGUC. Result: 0 (no interaction). (5) The miRNA is hsa-miR-541-3p with sequence UGGUGGGCACAGAAUCUGGACU. The protein sequence of the target gene is MARLPAGIRFIISFSRDQWYRAFIFILTFLLYASFHLSRKPISIVKGELHKYCTAWDEADVRFSSQNRKSGSAAPHQLPDNETDCGWAPFDKNNYQQLLGALDYSFLCAYAVGMYLSGIIGERLPIRYYLTFGMLASGAFTALFGLGYFYNIHSFGFYVVTQVINGLVQTTGWPSVVTCLGNWFGKGRRGLIMGVWNSHTSVGNILGSLIAGYWVSTCWGLSFVVPGAIVAAMGIVCFLFLIEHPNDVRCSSTLVTHSKGYENGTNRLRLQKQILKSEKNKPLDPEMQCLLLSDGKGSIH.... Result: 1 (interaction). (6) The miRNA is hsa-miR-4732-3p with sequence GCCCUGACCUGUCCUGUUCUG. The protein sequence of the target gene is MAAGPAPPPGRPRAQMPHLRKMERVVVSMQDPDQGVKMRSQRLLVTVIPHAVTGSDVVQWLAQKFCVSEEEALHLGAVLVQHGYIYPLRDPRSLMLRPDETPYRFQTPYFWTSTLRPAAELDYAIYLAKKNIRKRGTLVDYEKDCYDRLHKKINHAWDLVLMQAREQLRAAKQRSKGDRLVIACQEQTYWLVNRPPPGAPDVLEQGPGRGSCAASRVLMTKSADFHKREIEYFRKALGRTRVKSSVCLEAYLSFCGQRGPHDPLVSGCLPSNPWISDNDAYWVMNAPTVAAPTKLRVERW.... Result: 1 (interaction). (7) The miRNA is hsa-miR-425-3p with sequence AUCGGGAAUGUCGUGUCCGCCC. The protein sequence of the target gene is MLRAALSLLALPLAGAAEEPTQKPESPGEPPPGLELFRWQWHEVEAPYLVALWILVASLAKIVFHLSRKVTSLVPESCLLILLGLVLGGIVLAVAKKAEYQLEPGTFFLFLLPPIVLDSGYFMPSRLFFDNLGAILTYAVVGTLWNAFTTGAALWGLQQAGLVAPRVQAGLLDFLLFGSLISAVDPVAVLAVFEEVHVNETLFIIVFGESLLNDAVTVVLYKVCNSFVEMGSANVQATDYLKGVASLFVVSLGGAAVGLVFAFLLALTTRFTKRVRIIEPLLVFLLAYAAYLTAEMASLS.... Result: 0 (no interaction).